Dataset: NCI-60 drug combinations with 297,098 pairs across 59 cell lines. Task: Regression. Given two drug SMILES strings and cell line genomic features, predict the synergy score measuring deviation from expected non-interaction effect. Drug 1: CN(C)C(=N)N=C(N)N. Drug 2: C1CC(CCC1OC2=C(C(=CC=C2)Cl)F)(CC3=NC(=CC=C3)NC4=NC=CS4)C(=O)O. Cell line: NCIH23. Synergy scores: CSS=44.8, Synergy_ZIP=0.760, Synergy_Bliss=0.672, Synergy_Loewe=-14.8, Synergy_HSA=3.70.